Dataset: Experimentally validated miRNA-target interactions with 360,000+ pairs, plus equal number of negative samples. Task: Binary Classification. Given a miRNA mature sequence and a target amino acid sequence, predict their likelihood of interaction. (1) Result: 0 (no interaction). The protein sequence of the target gene is MAPAFLLLLLLWPQGCVSGPSADSVYTKVRLLEGETLSVQCSYKGYKNRVEGKVWCKIRKKKCEPGFARVWVKGPRYLLQDDAQAKVVNITMVALKLQDSGRYWCMRNTSGILYPLMGFQLDVSPAPQTERNIPFTHLDNILKSGTVTTGQAPTSGPDAPFTTGVMVFTPGLITLPRLLASTRPASKTGYSFTATSTTSQGPRRTMGSQTVTASPSNARDSSAGPESISTKSGDLSTRSPTTGLCLTSRSLLNRLPSMPSIRHQDVYSTVLGVVLTLLVLMLIMVYGFWKKRHMASYSMC.... The miRNA is hsa-miR-942-5p with sequence UCUUCUCUGUUUUGGCCAUGUG. (2) The miRNA is mmu-miR-1931 with sequence AUGCAAGGGCUGGUGCGAUGGC. The protein sequence of the target gene is MNWNTKQENVPKPPPYSKTQSSILQHFLMTSTTSQSSFNYSPHNQEASQTSFNYSLHNQEACMYSGNSNSVSQPLLSGRNYITPQTQISVSNMPTRTIVASQSSMERVVSTNGKGPQQPNHNLQTVSSGIMQNVWLPSHTEATISHNPDGGTNMPYMHPPQNQLVTSDTYSMQLQMAPLHSGKVPMTHQGSQGLNHFIPDQLVDWTQYTSNELSYPEYRPPPKQYSYILPATTSLQVKNNQLPTYTQSLQSKHSVPLSSHQYAAEASKRLSALPYSCRYENQHVQNAQPVSKHLPMEVPQ.... Result: 0 (no interaction). (3) The miRNA is mmu-miR-467h with sequence AUAAGUGUGUGCAUGUAUAUGU. The protein sequence of the target gene is MALAMLVLVVSPWSAARGVLRNYWERLLRKLPQSRPGFPSPPWGPALAVQGPAMFTEPANDTSGSKENSSLLDSIFWMAAPKNRRTIEVNRCRRRNPQKLIKVKNNIDVCPECGHLKQKHVLCAYCYEKVCKETAEIRRQIGKQEGGPFKAPTIETVVLYTGETPSEQDQGKRIIERDRKRPSWFTQN. Result: 0 (no interaction).